Task: Predict the reaction yield, written as a fraction of the theoretical maximum amount of product (1.0 means a 100% yield; for example, 0.34 means a 34% yield).. Dataset: Reaction yield outcomes from USPTO patents with 853,638 reactions (1) The product is [CH2:12]([N:16]([CH2:17][CH2:18][CH2:19][CH3:20])[C:8]1[C:3]([O:2][CH3:1])=[CH:4][CH:5]=[CH:6][C:7]=1[O:9][CH3:10])[CH2:13][CH2:14][CH3:15]. The reactants are [CH3:1][O:2][C:3]1[CH:4]=[C:5](Br)[CH:6]=[C:7]([O:9][CH3:10])[CH:8]=1.[CH2:12]([NH:16][CH2:17][CH2:18][CH2:19][CH3:20])[CH2:13][CH2:14][CH3:15].C[Si]([N-][Si](C)(C)C)(C)C.[K+]. The yield is 0.880. The catalyst is O1CCOCC1. (2) The reactants are [Cl:1][C:2]1[CH:3]=[CH:4][C:5]([CH:24]=[O:25])=[C:6]2[C:10]=1[N:9]=[C:8]1[N:11]([C:15]3[CH:20]=[CH:19][C:18]([O:21][CH3:22])=[CH:17][C:16]=3[CH3:23])[CH2:12][CH2:13][CH2:14][N:7]21.[CH:26]1([Mg]Br)[CH2:28][CH2:27]1. The catalyst is O1CCCC1. The product is [Cl:1][C:2]1[C:10]2[N:9]=[C:8]3[N:11]([C:15]4[CH:20]=[CH:19][C:18]([O:21][CH3:22])=[CH:17][C:16]=4[CH3:23])[CH2:12][CH2:13][CH2:14][N:7]3[C:6]=2[C:5]([CH:24]([CH:26]2[CH2:28][CH2:27]2)[OH:25])=[CH:4][CH:3]=1. The yield is 0.740. (3) The reactants are [Br:1]N1C(=O)CCC1=O.[CH2:9]([O:11][C:12]([C:14]1[NH:15][C:16]([CH3:20])=[CH:17][C:18]=1[CH3:19])=[O:13])[CH3:10].C(=O)([O-])[O-].[K+].[K+]. The catalyst is C(#N)C.O. The product is [CH2:9]([O:11][C:12]([C:14]1[NH:15][C:16]([CH3:20])=[C:17]([Br:1])[C:18]=1[CH3:19])=[O:13])[CH3:10]. The yield is 0.760. (4) The reactants are [CH3:1][C:2]1([CH3:33])[CH2:7][CH2:6][C:5]([C:8]2[CH:13]=[C:12]([C:14]([CH3:22])([N:16]3[CH2:21][CH2:20][S:19][CH2:18][CH2:17]3)[CH3:15])[CH:11]=[CH:10][C:9]=2[NH:23][C:24]([C:26]2[NH:27][CH:28]=[C:29]([C:31]#[N:32])[N:30]=2)=[O:25])=[CH:4][CH2:3]1.OO.CC[O:38]C(C)=O. The catalyst is C(Cl)Cl.CC(C)[O-].[Ti+4].CC(C)[O-].CC(C)[O-].CC(C)[O-]. The product is [CH3:1][C:2]1([CH3:33])[CH2:7][CH2:6][C:5]([C:8]2[CH:13]=[C:12]([C:14]([CH3:15])([N:16]3[CH2:17][CH2:18][S:19](=[O:38])[CH2:20][CH2:21]3)[CH3:22])[CH:11]=[CH:10][C:9]=2[NH:23][C:24]([C:26]2[NH:27][CH:28]=[C:29]([C:31]#[N:32])[N:30]=2)=[O:25])=[CH:4][CH2:3]1. The yield is 0.950. (5) The reactants are [CH3:1][S:2][CH2:3][CH2:4][C:5](Cl)=[O:6].[CH3:8][NH:9][C:10]1[S:14][C:13]([C:15]2[CH:16]=[N:17][CH:18]=[CH:19][CH:20]=2)=[N:12][CH:11]=1. The catalyst is ClCCCl.CN(C1C=CN=CC=1)C. The product is [CH3:8][N:9]([C:10]1[S:14][C:13]([C:15]2[CH:16]=[N:17][CH:18]=[CH:19][CH:20]=2)=[N:12][CH:11]=1)[C:5](=[O:6])[CH2:4][CH2:3][S:2][CH3:1]. The yield is 0.750. (6) The yield is 0.530. The catalyst is C1(C)C=CC=CC=1.O.C(OCC)(=O)C.C([O-])(=O)C.[Pd+2].C([O-])(=O)C. The product is [C:1]([O:5][C:6](=[O:28])[NH:7][C@H:8]([C:17](=[O:27])[NH:18][C:19]1[CH:24]=[CH:23][C:22]([CH:29]2[CH2:31][CH2:30]2)=[CH:21][C:20]=1[F:26])[CH2:9][C:10]1[CH:15]=[CH:14][C:13]([F:16])=[CH:12][CH:11]=1)([CH3:4])([CH3:3])[CH3:2]. The reactants are [C:1]([O:5][C:6](=[O:28])[NH:7][C@H:8]([C:17](=[O:27])[NH:18][C:19]1[CH:24]=[CH:23][C:22](I)=[CH:21][C:20]=1[F:26])[CH2:9][C:10]1[CH:15]=[CH:14][C:13]([F:16])=[CH:12][CH:11]=1)([CH3:4])([CH3:3])[CH3:2].[CH:29]1(B(O)O)[CH2:31][CH2:30]1.[O-]P([O-])([O-])=O.[K+].[K+].[K+].C1(P(C2CCCCC2)C2CCCCC2)CCCCC1. (7) The reactants are Br[C:2]1[CH:3]=[CH:4][C:5]([F:14])=[C:6]([C:8]2[CH:9]=[N:10][CH:11]=[CH:12][CH:13]=2)[CH:7]=1.C([O-])(=O)C.[K+].[B:20]1([B:20]2[O:24][C:23]([CH3:26])([CH3:25])[C:22]([CH3:28])([CH3:27])[O:21]2)[O:24][C:23]([CH3:26])([CH3:25])[C:22]([CH3:28])([CH3:27])[O:21]1. The catalyst is O1CCOCC1.C1C=CC([PH+]([C]2[CH][CH][CH][CH]2)C2C=CC=CC=2)=CC=1.C1C=CC([PH+]([C]2[CH][CH][CH][CH]2)C2C=CC=CC=2)=CC=1.C(Cl)Cl.Cl[Pd]Cl.[Fe]. The product is [F:14][C:5]1[CH:4]=[CH:3][C:2]([B:20]2[O:24][C:23]([CH3:26])([CH3:25])[C:22]([CH3:28])([CH3:27])[O:21]2)=[CH:7][C:6]=1[C:8]1[CH:9]=[N:10][CH:11]=[CH:12][CH:13]=1. The yield is 0.720.